From a dataset of Forward reaction prediction with 1.9M reactions from USPTO patents (1976-2016). Predict the product of the given reaction. (1) Given the reactants [F:1][C:2]1[CH:7]=[CH:6][C:5]([N:8](COCC[Si](C)(C)C)[C:9]([C:11]2[N:16]=[CH:15][C:14]([CH:17]([CH3:22])[C:18]([O:20]C)=[O:19])=[CH:13][N:12]=2)=[O:10])=[CH:4][CH:3]=1.Cl, predict the reaction product. The product is: [F:1][C:2]1[CH:3]=[CH:4][C:5]([NH:8][C:9]([C:11]2[N:12]=[CH:13][C:14]([CH:17]([CH3:22])[C:18]([OH:20])=[O:19])=[CH:15][N:16]=2)=[O:10])=[CH:6][CH:7]=1. (2) Given the reactants C(O[C:9]1[CH:14]=[CH:13][C:12]([CH:15]2[CH2:20][CH2:19][N:18]([C:21]([O:23][C:24]([CH3:27])([CH3:26])[CH3:25])=[O:22])[CH2:17][CH:16]2[OH:28])=[CH:11][CH:10]=1)C1C=CC=CC=1.[CH2:29](Br)[CH:30]=[CH2:31], predict the reaction product. The product is: [CH2:29]([O:28][CH:16]1[CH:15]([C:12]2[CH:13]=[CH:14][C:9]([CH2:15][C:12]3[CH:13]=[CH:14][CH:9]=[CH:10][CH:11]=3)=[CH:10][CH:11]=2)[CH2:20][CH2:19][N:18]([C:21]([O:23][C:24]([CH3:25])([CH3:27])[CH3:26])=[O:22])[CH2:17]1)[CH:30]=[CH2:31].